Dataset: Peptide-MHC class II binding affinity with 134,281 pairs from IEDB. Task: Regression. Given a peptide amino acid sequence and an MHC pseudo amino acid sequence, predict their binding affinity value. This is MHC class II binding data. (1) The binding affinity (normalized) is 0.514. The peptide sequence is ANALLFLMSFTILCL. The MHC is DRB1_0101 with pseudo-sequence DRB1_0101. (2) The peptide sequence is MPVDPDNEAYEMPSE. The MHC is DRB3_0202 with pseudo-sequence DRB3_0202. The binding affinity (normalized) is 0.135. (3) The peptide sequence is GELEFEEFVSLASRF. The MHC is DRB3_0101 with pseudo-sequence DRB3_0101. The binding affinity (normalized) is 0.236. (4) The peptide sequence is FTQTMKGVERLAVMG. The MHC is DRB4_0103 with pseudo-sequence DRB4_0103. The binding affinity (normalized) is 0.723. (5) The binding affinity (normalized) is 0.701. The peptide sequence is DVDLFLTGTPDEYVEQV. The MHC is HLA-DQA10101-DQB10501 with pseudo-sequence HLA-DQA10101-DQB10501. (6) The peptide sequence is LFKVRNGGEIGAVAL. The MHC is DRB3_0202 with pseudo-sequence DRB3_0202. The binding affinity (normalized) is 0.575. (7) The peptide sequence is EKAYFAATQFEPLAA. The MHC is HLA-DQA10301-DQB10302 with pseudo-sequence HLA-DQA10301-DQB10302. The binding affinity (normalized) is 0.487.